From a dataset of Full USPTO retrosynthesis dataset with 1.9M reactions from patents (1976-2016). Predict the reactants needed to synthesize the given product. (1) Given the product [CH3:19][O:18][C:11]1[CH:12]=[CH:13][CH:14]=[C:15]([O:16][CH3:17])[C:10]=1[CH:2]([NH:1][CH2:39][C:31]1[CH:30]=[N:29][C:38]2[C:33]([CH:32]=1)=[CH:34][CH:35]=[CH:36][CH:37]=2)[CH2:3][CH2:4][CH2:5][C:6]([O:8][CH3:9])=[O:7], predict the reactants needed to synthesize it. The reactants are: [NH2:1][CH:2]([C:10]1[C:15]([O:16][CH3:17])=[CH:14][CH:13]=[CH:12][C:11]=1[O:18][CH3:19])[CH2:3][CH2:4][CH2:5][C:6]([O:8][CH3:9])=[O:7].CCN(C(C)C)C(C)C.[N:29]1[C:38]2[C:33](=[CH:34][CH:35]=[CH:36][CH:37]=2)[CH:32]=[C:31]([CH:39]=O)[CH:30]=1.[BH-](OC(C)=O)(OC(C)=O)OC(C)=O.[Na+].C([O-])(O)=O.[Na+]. (2) Given the product [C:7]([O:11][C:12]([NH:1][C:2]([CH3:6])([CH3:5])[CH2:3][OH:4])=[O:13])([CH3:10])([CH3:9])[CH3:8], predict the reactants needed to synthesize it. The reactants are: [NH2:1][C:2]([CH3:6])([CH3:5])[CH2:3][OH:4].[C:7]([O:11][C:12](O[C:12]([O:11][C:7]([CH3:10])([CH3:9])[CH3:8])=[O:13])=[O:13])([CH3:10])([CH3:9])[CH3:8].C([O-])([O-])=O.[Na+].[Na+].